This data is from Experimentally validated miRNA-target interactions with 360,000+ pairs, plus equal number of negative samples. The task is: Binary Classification. Given a miRNA mature sequence and a target amino acid sequence, predict their likelihood of interaction. The miRNA is mmu-miR-3086-3p with sequence CCCAAUGAGCCUACAGUCUAAG. Result: 0 (no interaction). The protein sequence of the target gene is MKFTTLLFLAAVAGALVYAEDASSDSTGADPAQEAGTSKPNEEISGPAEPASPPETTTTAQETSAAAVQGTAKVTSSRQELNPLKSIVEKSILLTEQALAKAGKGMHGGVPGGKQFIENGSEFAQKLLKKFSLLKPWA.